From a dataset of Reaction yield outcomes from USPTO patents with 853,638 reactions. Predict the reaction yield, written as a fraction of the theoretical maximum amount of product (1.0 means a 100% yield; for example, 0.34 means a 34% yield). (1) The reactants are [Cl:1][C:2]1[CH:7]=[CH:6][CH:5]=[CH:4][C:3]=1B(O)O.[O-]P(OP(OP([O-])([O-])=O)([O-])=O)(=O)[O-].[K+].[K+].[K+].[K+].[K+].Br[C:30]1[CH:39]=[CH:38][C:37]2[NH:36][C:35](=[O:40])[C:34]3[NH:41][CH:42]=[CH:43][C:33]=3[C:32]=2[CH:31]=1.[CH2:44]([C:46]([O-:48])=[O:47])[CH3:45].O. The catalyst is O1CCOCC1.Cl[Pd](Cl)([P](C1C=CC=CC=1)(C1C=CC=CC=1)C1C=CC=CC=1)[P](C1C=CC=CC=1)(C1C=CC=CC=1)C1C=CC=CC=1. The product is [Cl:1][C:2]1[CH:7]=[CH:6][CH:5]=[CH:4][C:3]=1[C:30]1[CH:39]=[CH:38][C:37]2[NH:36][C:35](=[O:40])[C:34]3[NH:41][CH:42]=[CH:43][C:33]=3[C:32]=2[CH:31]=1.[CH2:44]([C:46]([O-:48])=[O:47])[CH3:45]. The yield is 0.150. (2) The reactants are [C:1]([C:4]1[C:22](=[O:23])[C@@:8]2([CH3:24])[C:9]3[C:15]([OH:16])=[CH:14][C:13]([O:17][CH3:18])=[C:12]([C:19]([NH2:21])=[O:20])[C:10]=3[O:11][C:7]2=[CH:6][C:5]=1[OH:25])(=[O:3])[CH3:2].[CH3:26][C:27]1[CH:34]=[CH:33][C:30]([CH:31]=O)=[CH:29][CH:28]=1.C([SiH](CC)CC)C.FC(F)(F)C(O)=O. The catalyst is C1(C)C=CC=CC=1. The product is [C:1]([C:4]1[C:22](=[O:23])[C@@:8]2([CH3:24])[C:9]3[C:15]([OH:16])=[CH:14][C:13]([O:17][CH3:18])=[C:12]([C:19]([NH:21][CH2:26][C:27]4[CH:34]=[CH:33][C:30]([CH3:31])=[CH:29][CH:28]=4)=[O:20])[C:10]=3[O:11][C:7]2=[CH:6][C:5]=1[OH:25])(=[O:3])[CH3:2]. The yield is 0.740. (3) The reactants are C(N1C(=O)C=CC(C2C3C(=C(F)C=C(Cl)C=3)N(CC(O)=O)C=2C)=N1)C1C=CC=CC=1.CN(C=O)C.[Cl:36][C:37]1[CH:43]=[C:42]([S:44]([CH3:47])(=[O:46])=[O:45])[CH:41]=[C:40]([C:48]#[C:49][CH3:50])[C:38]=1[NH2:39]. The catalyst is [Cu]I.O. The yield is 0.590. The product is [Cl:36][C:37]1[CH:43]=[C:42]([S:44]([CH3:47])(=[O:45])=[O:46])[CH:41]=[C:40]2[C:38]=1[NH:39][C:49]([CH3:50])=[CH:48]2. (4) The reactants are [Cl:1][C:2]1[CH:9]=[CH:8][C:5]([CH2:6][NH2:7])=[CH:4][CH:3]=1.BrC[CH2:12][C:13]([O:15][CH2:16][CH2:17][Si:18]([CH3:21])([CH3:20])[CH3:19])=[O:14]. The catalyst is ClCCl. The product is [Cl:1][C:2]1[CH:9]=[CH:8][C:5]([CH2:6][NH:7][CH2:12][C:13]([O:15][CH2:16][CH2:17][Si:18]([CH3:21])([CH3:20])[CH3:19])=[O:14])=[CH:4][CH:3]=1. The yield is 0.820. (5) The reactants are [CH3:1][N:2]1[CH2:11][C:10]2[C:5](=[N:6][C:7]([NH:12][CH3:13])=[N:8][CH:9]=2)[N:4]([C:14]2[CH:15]=[C:16]([NH:20]C(=O)OC(C)(C)C)[CH:17]=[CH:18][CH:19]=2)[C:3]1=[O:28].C(O)(C(F)(F)F)=O. The catalyst is C(Cl)Cl. The product is [NH2:20][C:16]1[CH:15]=[C:14]([N:4]2[C:5]3=[N:6][C:7]([NH:12][CH3:13])=[N:8][CH:9]=[C:10]3[CH2:11][N:2]([CH3:1])[C:3]2=[O:28])[CH:19]=[CH:18][CH:17]=1. The yield is 0.930. (6) The reactants are [C:1](OC(=O)C)(=[O:3])C.[Cl:8][C:9]1[CH:25]=[CH:24][C:12]([O:13][C:14]2[CH:19]=[N:18][CH:17]=[C:16]3[S:20][C:21]([NH2:23])=[CH:22][C:15]=23)=[CH:11][CH:10]=1.Cl. The catalyst is C(O)=O. The product is [Cl:8][C:9]1[CH:25]=[CH:24][C:12]([O:13][C:14]2[CH:19]=[N:18][CH:17]=[C:16]3[S:20][C:21]([NH:23][CH:1]=[O:3])=[CH:22][C:15]=23)=[CH:11][CH:10]=1. The yield is 0.490. (7) The reactants are [H-].[Na+].[C:3]1([CH2:9][SH:10])[CH:8]=[CH:7][CH:6]=[CH:5][CH:4]=1.Br[C:12]1[C:17]([CH3:18])=[CH:16][CH:15]=[CH:14][N:13]=1. The catalyst is O1CCCC1.O. The product is [CH2:9]([S:10][C:12]1[C:17]([CH3:18])=[CH:16][CH:15]=[CH:14][N:13]=1)[C:3]1[CH:8]=[CH:7][CH:6]=[CH:5][CH:4]=1. The yield is 0.720. (8) The reactants are C1(S([N:10]2[C:18]3[C:13](=[CH:14][C:15]([CH2:19][CH3:20])=[CH:16][CH:17]=3)[CH2:12][CH2:11]2)(=O)=O)C=CC=CC=1.[OH-].[Na+]. The catalyst is Br. The product is [CH2:19]([C:15]1[CH:14]=[C:13]2[C:18](=[CH:17][CH:16]=1)[NH:10][CH2:11][CH2:12]2)[CH3:20]. The yield is 0.320. (9) The reactants are [C:1]([O:4][C@@H:5]1[CH2:9][C:8](=[O:10])[N:7]([C@@H:11]2[CH2:16][CH2:15][CH2:14][CH2:13][C@H:12]2[OH:17])[C:6]1=[O:18])(=[O:3])[CH3:2].[CH2:19]([O:26][C:27]1[CH:28]=[C:29]([CH2:35][CH2:36]OC(=N)C(Cl)(Cl)Cl)[CH:30]=[CH:31][C:32]=1[O:33][CH3:34])[C:20]1[CH:25]=[CH:24][CH:23]=[CH:22][CH:21]=1. The catalyst is ClCCl. The product is [C:1]([O:4][C@@H:5]1[CH2:9][C:8](=[O:10])[N:7]([C@@H:11]2[CH2:16][CH2:15][CH2:14][CH2:13][C@H:12]2[O:17][CH2:36][CH2:35][C:29]2[CH:30]=[CH:31][C:32]([O:33][CH3:34])=[C:27]([O:26][CH2:19][C:20]3[CH:25]=[CH:24][CH:23]=[CH:22][CH:21]=3)[CH:28]=2)[C:6]1=[O:18])(=[O:3])[CH3:2]. The yield is 0.860. (10) The reactants are C[Si](C)(C)[C:3]#[C:4][C:5]1[N:10]=[CH:9][C:8]([NH:11][C:12](=[O:18])[O:13][C:14]([CH3:17])([CH3:16])[CH3:15])=[CH:7][CH:6]=1.[F-].C([N+](CCCC)(CCCC)CCCC)CCC. The catalyst is C1COCC1. The product is [C:4]([C:5]1[N:10]=[CH:9][C:8]([NH:11][C:12](=[O:18])[O:13][C:14]([CH3:16])([CH3:15])[CH3:17])=[CH:7][CH:6]=1)#[CH:3]. The yield is 1.00.